Dataset: Full USPTO retrosynthesis dataset with 1.9M reactions from patents (1976-2016). Task: Predict the reactants needed to synthesize the given product. (1) Given the product [I:15][CH:10]1[C:3]([O:4][CH3:5])([O:6][CH3:7])[CH2:12][CH2:13][O:8][CH2:9]1, predict the reactants needed to synthesize it. The reactants are: CO[CH:3]([O:6][CH3:7])[O:4][CH3:5].[O:8]1[CH2:13][CH2:12]C(=O)[CH2:10][CH2:9]1.[I:15]I. (2) The reactants are: [Cl:1][C:2]1[C:7]([O:8][CH3:9])=[CH:6][C:5]([O:10][CH3:11])=[C:4]([Cl:12])[C:3]=1[C:13]1[CH:22]=[CH:21][C:20]([C:23](O)=[O:24])=[C:19]2[C:14]=1[CH:15]=[CH:16][CH:17]=[N:18]2.[CH3:26][N:27]1[CH2:32][CH2:31][N:30]([CH2:33][C:34]2[N:39]=[CH:38][C:37]([NH2:40])=[CH:36][CH:35]=2)[CH2:29][CH2:28]1. Given the product [CH3:26][N:27]1[CH2:32][CH2:31][N:30]([CH2:33][C:34]2[N:39]=[CH:38][C:37]([NH:40][C:23]([C:20]3[CH:21]=[CH:22][C:13]([C:3]4[C:4]([Cl:12])=[C:5]([O:10][CH3:11])[CH:6]=[C:7]([O:8][CH3:9])[C:2]=4[Cl:1])=[C:14]4[C:19]=3[N:18]=[CH:17][CH:16]=[CH:15]4)=[O:24])=[CH:36][CH:35]=2)[CH2:29][CH2:28]1, predict the reactants needed to synthesize it. (3) Given the product [ClH:1].[ClH:1].[C:26]([C:28]1[CH:29]=[C:30]([CH:34]([C:49]2([OH:55])[CH2:50][CH2:51][CH2:52][CH2:53][CH2:54]2)[CH2:35][N:36]2[CH2:41][CH2:40][NH:39][CH2:38][CH2:37]2)[CH:31]=[CH:32][CH:33]=1)#[CH:27], predict the reactants needed to synthesize it. The reactants are: [ClH:1].Cl.C(C1C=C(C(N2CCNCC2)CC2(O)CCCCC2)C=CC=1)#C.[C:26]([C:28]1[CH:29]=[C:30]([CH:34]([C:49]2([OH:55])[CH2:54][CH2:53][CH2:52][CH2:51][CH2:50]2)[CH2:35][N:36]2[CH2:41][CH2:40][N:39](C(OC(C)(C)C)=O)[CH2:38][CH2:37]2)[CH:31]=[CH:32][CH:33]=1)#[CH:27]. (4) Given the product [Cl:30][C:31]1[CH:32]=[C:33]([C:38]2[C:46]([C:47]([NH2:49])=[O:48])=[C:41]3[CH2:42][N:43]([C:54]([NH:27][C:5]4([CH2:4][O:3][CH:2]([F:1])[F:12])[CH2:6][CH2:7][CH2:8]4)=[O:53])[CH2:44][CH2:45][N:40]3[N:39]=2)[CH:34]=[CH:35][C:36]=1[F:37], predict the reactants needed to synthesize it. The reactants are: [F:1][CH:2]([F:12])[O:3][CH2:4][C:5]1(C(O)=O)[CH2:8][CH2:7][CH2:6]1.C1C=CC(P([N:27]=[N+]=[N-])(C2C=CC=CC=2)=O)=CC=1.[Cl:30][C:31]1[CH:32]=[C:33]([C:38]2[C:46]([C:47]([NH2:49])=[O:48])=[C:41]3[CH2:42][NH:43][CH2:44][CH2:45][N:40]3[N:39]=2)[CH:34]=[CH:35][C:36]=1[F:37].C1[CH2:54][O:53]CC1. (5) The reactants are: [Br:1][C:2]1[CH:3]=[C:4]2[C:8](=[CH:9][C:10]=1[O:11][CH2:12][C:13]([CH3:15])=[CH2:14])[N:7]([CH3:16])[C:6]([C:17](OCC)=[O:18])=[CH:5]2.CC(C[AlH]CC(C)C)C. Given the product [Br:1][C:2]1[CH:3]=[C:4]2[C:8](=[CH:9][C:10]=1[O:11][CH2:12][C:13]([CH3:15])=[CH2:14])[N:7]([CH3:16])[C:6]([CH2:17][OH:18])=[CH:5]2, predict the reactants needed to synthesize it. (6) The reactants are: [CH3:1][NH:2][S:3]([C:6]1[CH:11]=[CH:10][C:9]([S:12]([CH3:15])(=[O:14])=[O:13])=[C:8]([N+:16]([O-])=O)[CH:7]=1)(=[O:5])=[O:4]. Given the product [NH2:16][C:8]1[CH:7]=[C:6]([S:3]([NH:2][CH3:1])(=[O:4])=[O:5])[CH:11]=[CH:10][C:9]=1[S:12]([CH3:15])(=[O:13])=[O:14], predict the reactants needed to synthesize it. (7) Given the product [CH2:1]([O:33][CH:34]1[C@@H:38]2[CH:39]=[N:40][C:41]3[CH:48]=[CH:47][C:46]([O:49][CH3:50])=[CH:45][C:42]=3[C:43](=[O:44])[N:37]2[CH2:36]/[C:35]/1=[CH:58]/[CH3:59])[CH2:2][CH2:3][CH2:4][CH2:5][O:6][CH:7]1[C@@H:11]2[CH:12]=[N:13][C:14]3[CH:21]=[CH:20][C:19]([O:22][CH3:23])=[CH:18][C:15]=3[C:16](=[O:17])[N:10]2[CH2:9]/[C:8]/1=[CH:31]/[CH3:32], predict the reactants needed to synthesize it. The reactants are: [CH2:1]([O:33][CH:34]1[C@H:38]2[C@H:39](O)[N:40](C(OCC=C)=O)[C:41]3[CH:48]=[CH:47][C:46]([O:49][CH3:50])=[CH:45][C:42]=3[C:43](=[O:44])[N:37]2[CH2:36]/[C:35]/1=[CH:58]/[CH3:59])[CH2:2][CH2:3][CH2:4][CH2:5][O:6][CH:7]1[C@H:11]2[C@H:12](O)[N:13](C(OCC=C)=O)[C:14]3[CH:21]=[CH:20][C:19]([O:22][CH3:23])=[CH:18][C:15]=3[C:16](=[O:17])[N:10]2[CH2:9]/[C:8]/1=[CH:31]/[CH3:32].C1(P(C2C=CC=CC=2)C2C=CC=CC=2)C=CC=CC=1.N1CCCC1.C(Cl)(Cl)Cl.CO.